Task: Predict which catalyst facilitates the given reaction.. Dataset: Catalyst prediction with 721,799 reactions and 888 catalyst types from USPTO (1) Reactant: [OH-:1].[K+].[CH3:3][O:4][C:5]1[CH:6]=[C:7]2[C:12](=[CH:13][CH:14]=1)[CH:11]=[C:10]([C:15]1[C:23]3[C:18](=[CH:19][CH:20]=[C:21]([C:24]#N)[CH:22]=3)[N:17]([CH:26]3[CH2:31][CH2:30][CH2:29][CH2:28][O:27]3)[N:16]=1)[CH:9]=[CH:8]2.[OH2:32]. Product: [CH3:3][O:4][C:5]1[CH:6]=[C:7]2[C:12](=[CH:13][CH:14]=1)[CH:11]=[C:10]([C:15]1[C:23]3[C:18](=[CH:19][CH:20]=[C:21]([C:24]([OH:32])=[O:1])[CH:22]=3)[N:17]([CH:26]3[CH2:31][CH2:30][CH2:29][CH2:28][O:27]3)[N:16]=1)[CH:9]=[CH:8]2. The catalyst class is: 8. (2) Reactant: CC1(C)[O:6][CH:5]([CH2:7][NH:8][S:9]([C:12]2[S:16][C:15]([C:17]3[S:21][C:20]([NH:22][C:23](=[O:25])[CH3:24])=[N:19][C:18]=3[CH3:26])=[CH:14][CH:13]=2)(=[O:11])=[O:10])[CH2:4][O:3]1.FC(F)(F)C(O)=O. The catalyst class is: 2. Product: [OH:6][CH:5]([CH2:4][OH:3])[CH2:7][NH:8][S:9]([C:12]1[S:16][C:15]([C:17]2[S:21][C:20]([NH:22][C:23](=[O:25])[CH3:24])=[N:19][C:18]=2[CH3:26])=[CH:14][CH:13]=1)(=[O:11])=[O:10]. (3) Reactant: Cl[S:2]([C:5]1[C:10]2[NH:11][C:12](=[O:14])[NH:13][C:9]=2[CH:8]=[C:7]([C:15]([OH:17])=[O:16])[CH:6]=1)(=O)=O.O1CCCC1.C1(P(C2C=CC=CC=2)C2C=CC=CC=2)C=CC=CC=1.[OH-].[Na+]. Product: [SH:2][C:5]1[C:10]2[NH:11][C:12](=[O:14])[NH:13][C:9]=2[CH:8]=[C:7]([C:15]([OH:17])=[O:16])[CH:6]=1. The catalyst class is: 6. (4) The catalyst class is: 1. Reactant: [Br:1][C:2]1[CH:3]=[CH:4][C:5]([CH2:8][O:9][C:10]2[CH:15]=[CH:14][N:13]([CH2:16][CH2:17][C:18]3[CH:28]=[CH:27][C:21]4[CH2:22][CH2:23][NH:24][CH2:25][CH2:26][C:20]=4[CH:19]=3)[C:12](=[O:29])[CH:11]=2)=[N:6][CH:7]=1.C=O.[C:32](O[BH-](OC(=O)C)OC(=O)C)(=O)C.[Na+]. Product: [Br:1][C:2]1[CH:3]=[CH:4][C:5]([CH2:8][O:9][C:10]2[CH:15]=[CH:14][N:13]([CH2:16][CH2:17][C:18]3[CH:28]=[CH:27][C:21]4[CH2:22][CH2:23][N:24]([CH3:32])[CH2:25][CH2:26][C:20]=4[CH:19]=3)[C:12](=[O:29])[CH:11]=2)=[N:6][CH:7]=1. (5) Reactant: [Cl:1][C:2]1[CH:3]=[C:4]([C:12]2[N:16]=[C:15]([C:17]3[CH:22]=[CH:21][C:20]([CH2:23][NH2:24])=[CH:19][CH:18]=3)[O:14][N:13]=2)[CH:5]=[CH:6][C:7]=1[O:8][CH:9]([CH3:11])[CH3:10].[CH2:25]=[C:26]([CH2:31][C:32](OC)=[O:33])[C:27]([O:29]C)=[O:28].O.[OH-].[Li+].Cl. Product: [Cl:1][C:2]1[CH:3]=[C:4]([C:12]2[N:16]=[C:15]([C:17]3[CH:22]=[CH:21][C:20]([CH2:23][N:24]4[C:32](=[O:33])[CH2:31][CH:26]([C:27]([OH:29])=[O:28])[CH2:25]4)=[CH:19][CH:18]=3)[O:14][N:13]=2)[CH:5]=[CH:6][C:7]=1[O:8][CH:9]([CH3:11])[CH3:10]. The catalyst class is: 100.